This data is from Catalyst prediction with 721,799 reactions and 888 catalyst types from USPTO. The task is: Predict which catalyst facilitates the given reaction. (1) Reactant: [F:1][C:2]1[CH:25]=[CH:24][C:5]([O:6][CH2:7][C:8]2[N:9]=[C:10]3[S:17][C:16]([CH3:18])=[C:15]([CH2:19][C:20](OC)=[O:21])[N:11]3[C:12](=[O:14])[CH:13]=2)=[CH:4][CH:3]=1.[CH3:26][NH2:27]. Product: [F:1][C:2]1[CH:3]=[CH:4][C:5]([O:6][CH2:7][C:8]2[N:9]=[C:10]3[S:17][C:16]([CH3:18])=[C:15]([CH2:19][C:20]([NH:27][CH3:26])=[O:21])[N:11]3[C:12](=[O:14])[CH:13]=2)=[CH:24][CH:25]=1. The catalyst class is: 8. (2) Reactant: [P:1]([O:13][CH2:14][CH2:15][N:16]([CH2:19][CH2:20][C@@H:21]([NH:30][C:31]1[CH:36]=[CH:35][C:34]([S:37](=[O:69])(=[O:68])[NH:38][C:39](=[O:67])[C:40]2[CH:45]=[CH:44][C:43]([N:46]3[CH2:51][CH2:50][CH:49]([C@H:52]([C:54]4[CH:59]=[CH:58][CH:57]=[CH:56][C:55]=4[C:60]4[CH:65]=[CH:64][C:63]([Cl:66])=[CH:62][CH:61]=4)[OH:53])[CH2:48][CH2:47]3)=[CH:42][CH:41]=2)=[CH:33][C:32]=1[S:70]([C:73]([F:76])([F:75])[F:74])(=[O:72])=[O:71])[CH2:22][S:23][C:24]1[CH:29]=[CH:28][CH:27]=[CH:26][CH:25]=1)[CH2:17][CH3:18])([O:8]C(C)(C)C)([O:3]C(C)(C)C)=[O:2].Cl. Product: [ClH:66].[P:1]([OH:8])([OH:3])([O:13][CH2:14][CH2:15][N:16]([CH2:19][CH2:20][C@@H:21]([NH:30][C:31]1[CH:36]=[CH:35][C:34]([S:37](=[O:69])(=[O:68])[NH:38][C:39](=[O:67])[C:40]2[CH:41]=[CH:42][C:43]([N:46]3[CH2:51][CH2:50][CH:49]([C@H:52]([C:54]4[CH:59]=[CH:58][CH:57]=[CH:56][C:55]=4[C:60]4[CH:61]=[CH:62][C:63]([Cl:66])=[CH:64][CH:65]=4)[OH:53])[CH2:48][CH2:47]3)=[CH:44][CH:45]=2)=[CH:33][C:32]=1[S:70]([C:73]([F:74])([F:76])[F:75])(=[O:71])=[O:72])[CH2:22][S:23][C:24]1[CH:29]=[CH:28][CH:27]=[CH:26][CH:25]=1)[CH2:17][CH3:18])=[O:2]. The catalyst class is: 61. (3) Reactant: [S:1]1[CH:5]=[CH:4][N:3]=[C:2]1[C:6]#[C:7][CH2:8][OH:9]. Product: [S:1]1[CH:5]=[CH:4][N:3]=[C:2]1[CH2:6][CH2:7][CH2:8][OH:9]. The catalyst class is: 50. (4) Reactant: [C:1]1(/[CH:7]=[CH:8]/[CH2:9][C:10](=[S:12])[NH2:11])[CH:6]=[CH:5][CH:4]=[CH:3][CH:2]=1.Br[CH2:14][C:15](=O)/[CH:16]=[CH:17]/[C:18]([OH:20])=[O:19]. Product: [CH2:9]([C:10]1[S:12][CH:14]=[C:15](/[CH:16]=[CH:17]/[C:18]([OH:20])=[O:19])[N:11]=1)[CH:8]=[CH:7][C:1]1[CH:6]=[CH:5][CH:4]=[CH:3][CH:2]=1. The catalyst class is: 8. (5) Reactant: [CH:1]1([NH2:4])[CH2:3][CH2:2]1.[CH:5]([Mg]Cl)([CH3:7])[CH3:6].[CH:10]1([NH-])[CH2:12][CH2:11]1.Cl[Mg+].C(OC([CH2:26][NH:27][CH2:28][CH2:29][O:30][C:31]1[CH:36]=[CH:35][CH:34]=[CH:33][C:32]=1[C:37]1([NH:40][C:41]2[C:42](=[O:60])[N:43]([C:48]3[CH:49]=[C:50]([CH:55]=[C:56]([F:59])[C:57]=3[CH3:58])[C:51]([O:53]C)=O)[CH:44]=[C:45]([Br:47])[N:46]=2)[CH2:39][CH2:38]1)=O)C1C=CC=CC=1.[C:61]([O:64][CH2:65]C)(=[O:63])C. Product: [CH2:65]([O:64][C:61](=[O:63])[N:27]([CH2:28][CH2:29][O:30][C:31]1[CH:36]=[CH:35][CH:34]=[CH:33][C:32]=1[C:37]1([NH:40][C:41]2[C:42](=[O:60])[N:43]([C:48]3[CH:49]=[C:50]([C:51](=[O:53])[NH:4][CH:1]4[CH2:3][CH2:2]4)[CH:55]=[C:56]([F:59])[C:57]=3[CH3:58])[CH:44]=[C:45]([Br:47])[N:46]=2)[CH2:38][CH2:39]1)[CH3:26])[C:12]1[CH:10]=[CH:7][CH:5]=[CH:6][CH:11]=1. The catalyst class is: 1.